This data is from Catalyst prediction with 721,799 reactions and 888 catalyst types from USPTO. The task is: Predict which catalyst facilitates the given reaction. (1) Reactant: C(O[BH-](O[C:11](=[O:13])[CH3:12])OC(=O)C)(=O)C.[Na+].[Br:15][C:16]1[CH:21]=[CH:20][C:19]([N:22]2C[CH2:26][NH:25][CH2:24][C:23]2=O)=[CH:18][CH:17]=1.C=O.O. Product: [Br:15][C:16]1[CH:17]=[CH:18][C:19]([N:22]2[CH2:23][CH2:24][N:25]([CH3:26])[CH2:12][C:11]2=[O:13])=[CH:20][CH:21]=1. The catalyst class is: 2. (2) Reactant: [NH2:1][C:2]1[N:7]=[CH:6][C:5]([O:8][C:9]2[CH:14]=[CH:13][N:12]=[C:11]3[CH:15]=[C:16]([C:18]4[N:23]=[CH:22][C:21]([CH2:24][N:25]([CH2:33][CH2:34][O:35][CH3:36])[C:26](=[O:32])[O:27][C:28]([CH3:31])([CH3:30])[CH3:29])=[CH:20][CH:19]=4)[S:17][C:10]=23)=[CH:4][CH:3]=1.[N:37]1[CH:42]=[CH:41][CH:40]=C[CH:38]=1.ClC(OC1C=CC=CC=1)=[O:45].C1(N)CC1. Product: [CH:42]1([NH:37][C:38](=[O:45])[NH:1][C:2]2[N:7]=[CH:6][C:5]([O:8][C:9]3[CH:14]=[CH:13][N:12]=[C:11]4[CH:15]=[C:16]([C:18]5[N:23]=[CH:22][C:21]([CH2:24][N:25]([CH2:33][CH2:34][O:35][CH3:36])[C:26](=[O:32])[O:27][C:28]([CH3:29])([CH3:30])[CH3:31])=[CH:20][CH:19]=5)[S:17][C:10]=34)=[CH:4][CH:3]=2)[CH2:40][CH2:41]1. The catalyst class is: 3.